This data is from Reaction yield outcomes from USPTO patents with 853,638 reactions. The task is: Predict the reaction yield, written as a fraction of the theoretical maximum amount of product (1.0 means a 100% yield; for example, 0.34 means a 34% yield). (1) The reactants are [CH3:1][O:2][C:3]1[C:11]2[CH2:10][CH2:9][CH2:8][C:7]=2[C:6](C=O)=[CH:5][C:4]=1[CH3:14].[OH:15]O. The catalyst is CO.S(=O)(=O)(O)O. The product is [CH3:1][O:2][C:3]1[C:11]2[CH2:10][CH2:9][CH2:8][C:7]=2[C:6]([OH:15])=[CH:5][C:4]=1[CH3:14]. The yield is 0.560. (2) The reactants are [OH:1][CH2:2][CH:3]1[CH2:8][CH2:7][NH:6][CH2:5][CH2:4]1.C(=O)([O-])[O-].[K+].[K+].Cl[C:16]([O:18][CH3:19])=[O:17].Cl. The catalyst is O. The product is [CH3:19][O:18][C:16]([N:6]1[CH2:7][CH2:8][CH:3]([CH2:2][OH:1])[CH2:4][CH2:5]1)=[O:17]. The yield is 0.930. (3) The reactants are [C:1]1([CH:7]([C:11]2[CH:16]=[CH:15][CH:14]=[CH:13][CH:12]=2)[C:8](Cl)=[O:9])[CH:6]=[CH:5][CH:4]=[CH:3][CH:2]=1.[NH2:17][CH2:18][CH2:19][CH2:20][N:21]1[CH2:26][CH2:25][CH:24]([C:27]2[CH:28]=[C:29]([NH:33][C:34](=[O:38])[CH:35]([CH3:37])[CH3:36])[CH:30]=[CH:31][CH:32]=2)[CH2:23][CH2:22]1.C(N(CC)CC)C. The catalyst is C1COCC1. The product is [C:1]1([CH:7]([C:11]2[CH:16]=[CH:15][CH:14]=[CH:13][CH:12]=2)[C:8]([NH:17][CH2:18][CH2:19][CH2:20][N:21]2[CH2:26][CH2:25][CH:24]([C:27]3[CH:28]=[C:29]([NH:33][C:34](=[O:38])[CH:35]([CH3:36])[CH3:37])[CH:30]=[CH:31][CH:32]=3)[CH2:23][CH2:22]2)=[O:9])[CH:6]=[CH:5][CH:4]=[CH:3][CH:2]=1. The yield is 0.620. (4) The reactants are [NH2:1][C:2]1[CH:7]=[CH:6][C:5]([C:8]2[O:12][C:11]([C@H:13]([NH:24][C:25]3[CH:32]=[CH:31][C:28]([C:29]#[N:30])=[C:27]([Cl:33])[C:26]=3[CH3:34])[C@H:14]([O:16][Si:17]([C:20]([CH3:23])([CH3:22])[CH3:21])([CH3:19])[CH3:18])[CH3:15])=[N:10][N:9]=2)=[CH:4][CH:3]=1.[C:35](Cl)(=[O:39])[CH2:36][CH2:37][CH3:38]. The catalyst is C(Cl)Cl.N1C=CC=CC=1. The product is [Si:17]([O:16][C@H:14]([CH3:15])[C@H:13]([C:11]1[O:12][C:8]([C:5]2[CH:4]=[CH:3][C:2]([NH:1][C:35](=[O:39])[CH2:36][CH2:37][CH3:38])=[CH:7][CH:6]=2)=[N:9][N:10]=1)[NH:24][C:25]1[CH:32]=[CH:31][C:28]([C:29]#[N:30])=[C:27]([Cl:33])[C:26]=1[CH3:34])([C:20]([CH3:22])([CH3:23])[CH3:21])([CH3:19])[CH3:18]. The yield is 1.00. (5) The reactants are [O:1]([CH2:8][C:9]1[CH:14]=[CH:13][C:12]([CH2:15][C:16](Cl)=[N:17][OH:18])=[CH:11][CH:10]=1)[C:2]1[CH:7]=[CH:6][CH:5]=[CH:4][CH:3]=1.[C:20]([C:22]1[C:23]([NH2:29])=[N:24][C:25]([NH2:28])=[CH:26][CH:27]=1)#[CH:21].C(N(CC)CC)C. The product is [O:1]([CH2:8][C:9]1[CH:14]=[CH:13][C:12]([CH2:15][C:16]2[CH:21]=[C:20]([C:22]3[C:23]([NH2:29])=[N:24][C:25]([NH2:28])=[CH:26][CH:27]=3)[O:18][N:17]=2)=[CH:11][CH:10]=1)[C:2]1[CH:7]=[CH:6][CH:5]=[CH:4][CH:3]=1. The yield is 0.220. The catalyst is O1CCCC1. (6) The catalyst is N1C=CC=CC=1. The product is [N+:1]([C:4]1[CH:9]=[CH:8][N:7]=[C:6]([NH:10][C:14]([CH:11]2[CH2:13][CH2:12]2)=[O:15])[CH:5]=1)([O-:3])=[O:2]. The yield is 1.00. The reactants are [N+:1]([C:4]1[CH:9]=[CH:8][N:7]=[C:6]([NH2:10])[CH:5]=1)([O-:3])=[O:2].[CH:11]1([C:14](Cl)=[O:15])[CH2:13][CH2:12]1. (7) The reactants are [C:1]([NH:8][CH:9]1[CH2:12][C:11](=C)[CH2:10]1)([O:3][C:4]([CH3:7])([CH3:6])[CH3:5])=[O:2].C([O-])([O-])=[O:15].[K+].[K+]. The catalyst is C(Cl)Cl.O.[Cl-].C([N+](CCCC)(CCCC)CCCC)CCC. The product is [C:1]([NH:8][CH:9]1[CH2:12][C:11](=[O:15])[CH2:10]1)([O:3][C:4]([CH3:7])([CH3:6])[CH3:5])=[O:2]. The yield is 0.720. (8) The reactants are C(OC([NH:8][C:9]1[C:10]([C:14]([NH:16][C:17]2[CH:22]=[CH:21][CH:20]=[CH:19][CH:18]=2)=[O:15])=[CH:11][S:12][CH:13]=1)=O)(C)(C)C.C(O)(C(F)(F)F)=O. The catalyst is C(Cl)Cl. The product is [NH2:8][C:9]1[C:10]([C:14]([NH:16][C:17]2[CH:18]=[CH:19][CH:20]=[CH:21][CH:22]=2)=[O:15])=[CH:11][S:12][CH:13]=1. The yield is 0.870. (9) The reactants are [F:1][C:2]1[CH:10]=[C:9]2[C:5]([CH:6]=[N:7][N:8]2[C:11]([O:13][C:14]([CH3:17])([CH3:16])[CH3:15])=[O:12])=[CH:4][C:3]=1[CH:18]=[O:19].[BH4-].[Na+]. The catalyst is CO.O.CCOC(C)=O. The product is [OH:19][CH2:18][C:3]1[CH:4]=[C:5]2[C:9](=[CH:10][C:2]=1[F:1])[N:8]([C:11]([O:13][C:14]([CH3:17])([CH3:16])[CH3:15])=[O:12])[N:7]=[CH:6]2. The yield is 0.839.